Dataset: Reaction yield outcomes from USPTO patents with 853,638 reactions. Task: Predict the reaction yield, written as a fraction of the theoretical maximum amount of product (1.0 means a 100% yield; for example, 0.34 means a 34% yield). (1) The reactants are [F:1][C:2]1[CH:3]=[C:4]([C:22]2[C:23]([C:28]#[N:29])=[CH:24][CH:25]=[CH:26][CH:27]=2)[CH:5]=[CH:6][C:7]=1[CH2:8][C:9]1[C:10](=[O:21])[NH:11][C:12]2[N:13]([N:18]=[CH:19][N:20]=2)[C:14]=1[CH2:15][CH2:16][CH3:17].Cl[CH2:31][O:32][CH3:33].C(=O)([O-])[O-].[K+].[K+].CN(C)C=O. The catalyst is C(OCC)(=O)C. The product is [CH3:31][O:32][CH2:33][N:11]1[C:10](=[O:21])[C:9]([CH2:8][C:7]2[CH:6]=[CH:5][C:4]([C:22]3[C:23]([C:28]#[N:29])=[CH:24][CH:25]=[CH:26][CH:27]=3)=[CH:3][C:2]=2[F:1])=[C:14]([CH2:15][CH2:16][CH3:17])[N:13]2[N:18]=[CH:19][N:20]=[C:12]12. The yield is 0.690. (2) The catalyst is CO. The reactants are [CH3:1][C:2]1[CH:3]=[N:4][C:5]2[N:6]([N:8]=[C:9]([C:13]3[CH:18]=[CH:17][CH:16]=[CH:15][CH:14]=3)[C:10]=2[CH:11]=[O:12])[CH:7]=1.[BH4-].[Na+]. The product is [CH3:1][C:2]1[CH:3]=[N:4][C:5]2[N:6]([N:8]=[C:9]([C:13]3[CH:18]=[CH:17][CH:16]=[CH:15][CH:14]=3)[C:10]=2[CH2:11][OH:12])[CH:7]=1. The yield is 0.720. (3) The reactants are [CH2:1]([O:3][C:4](=[O:19])[C:5]([C:10]([C:12]1[C:17](Cl)=[N:16][CH:15]=[CH:14][N:13]=1)=[O:11])=[CH:6][N:7]([CH3:9])C)[CH3:2].C(OC(C1C(=O)C2C(=CC=CN=2)N(C[C:37]2[CH:42]=[CH:41][CH:40]=[CH:39][C:38]=2[C:43]2[CH:48]=[CH:47][CH:46]=[CH:45][CH:44]=2)C=1)=O)C. No catalyst specified. The product is [CH2:1]([O:3][C:4]([C:5]1[C:10](=[O:11])[C:12]2[C:17]([N:7]([CH2:9][C:48]3[CH:47]=[CH:46][CH:45]=[CH:44][C:43]=3[C:38]3[CH:37]=[CH:42][CH:41]=[CH:40][CH:39]=3)[CH:6]=1)=[N:16][CH:15]=[CH:14][N:13]=2)=[O:19])[CH3:2]. The yield is 0.367.